This data is from Reaction yield outcomes from USPTO patents with 853,638 reactions. The task is: Predict the reaction yield, written as a fraction of the theoretical maximum amount of product (1.0 means a 100% yield; for example, 0.34 means a 34% yield). (1) The reactants are Br[CH2:2][CH2:3][O:4][CH2:5][CH2:6][O:7][C:8]1[CH:17]=[C:16]2[C:11]([C:12]([O:18][C:19]3[C:20]([F:29])=[C:21]4[C:25](=[CH:26][CH:27]=3)[NH:24][C:23]([CH3:28])=[CH:22]4)=[N:13][CH:14]=[N:15]2)=[CH:10][C:9]=1[O:30][CH3:31].[C:32]([N:35]1[CH2:40][CH2:39][NH:38][CH2:37][CH2:36]1)(=[O:34])[CH3:33]. The catalyst is CN(C)C=O.C(OCC)(=O)C. The product is [C:32]([N:35]1[CH2:40][CH2:39][N:38]([CH2:2][CH2:3][O:4][CH2:5][CH2:6][O:7][C:8]2[CH:17]=[C:16]3[C:11]([C:12]([O:18][C:19]4[C:20]([F:29])=[C:21]5[C:25](=[CH:26][CH:27]=4)[NH:24][C:23]([CH3:28])=[CH:22]5)=[N:13][CH:14]=[N:15]3)=[CH:10][C:9]=2[O:30][CH3:31])[CH2:37][CH2:36]1)(=[O:34])[CH3:33]. The yield is 0.720. (2) The reactants are [NH2:1][C:2]1[CH:3]=[C:4]2[C:9](=[CH:10][CH:11]=1)[N:8]=[CH:7][C:6]([C:12]#[N:13])=[C:5]2[NH:14][C:15]1[CH:20]=[CH:19][C:18]([F:21])=[C:17]([Cl:22])[CH:16]=1.[CH:23]([C:25]1[NH:26][C:27]2[C:32]([CH:33]=1)=[CH:31][CH:30]=[C:29]([C:34]([N:36]([CH3:38])[CH3:37])=[O:35])[CH:28]=2)=O.[BH3-]C#N.[Na+]. The catalyst is CCO. The product is [Cl:22][C:17]1[CH:16]=[C:15]([NH:14][C:5]2[C:4]3[C:9](=[CH:10][CH:11]=[C:2]([NH:1][CH2:23][C:25]4[NH:26][C:27]5[C:32]([CH:33]=4)=[CH:31][CH:30]=[C:29]([C:34]([N:36]([CH3:37])[CH3:38])=[O:35])[CH:28]=5)[CH:3]=3)[N:8]=[CH:7][C:6]=2[C:12]#[N:13])[CH:20]=[CH:19][C:18]=1[F:21]. The yield is 0.220. (3) The reactants are [OH-].[Na+].C[O:4][C:5](=[O:42])[CH2:6][C@H:7]1[CH2:12][CH2:11][C@H:10]([C:13]2[CH:18]=[CH:17][C:16]([NH:19][C:20](=[O:41])[CH2:21][CH2:22][NH:23][C:24]([C:26]3[C:27]([C:37]([F:40])([F:39])[F:38])=[N:28][N:29]([C:31]4[CH:36]=[CH:35][CH:34]=[CH:33][CH:32]=4)[CH:30]=3)=[O:25])=[CH:15][CH:14]=2)[CH2:9][CH2:8]1. The catalyst is C1COCC1.CO.O. The product is [C:31]1([N:29]2[CH:30]=[C:26]([C:24]([NH:23][CH2:22][CH2:21][C:20]([NH:19][C:16]3[CH:15]=[CH:14][C:13]([C@H:10]4[CH2:9][CH2:8][C@H:7]([CH2:6][C:5]([OH:42])=[O:4])[CH2:12][CH2:11]4)=[CH:18][CH:17]=3)=[O:41])=[O:25])[C:27]([C:37]([F:40])([F:39])[F:38])=[N:28]2)[CH:32]=[CH:33][CH:34]=[CH:35][CH:36]=1. The yield is 0.980.